From a dataset of Full USPTO retrosynthesis dataset with 1.9M reactions from patents (1976-2016). Predict the reactants needed to synthesize the given product. Given the product [NH:1]1[C:9]2[C:4](=[CH:5][C:6]([C:10]3[C:18]4[C:13](=[N:14][CH:15]=[C:16]([C:19]5[CH:24]=[CH:23][C:22]([CH2:25][N:26]6[CH2:31][CH2:30][N:29]([CH2:54][C:55]([F:58])([F:57])[F:56])[CH2:28][CH2:27]6)=[CH:21][CH:20]=5)[CH:17]=4)[NH:12][CH:11]=3)=[CH:7][CH:8]=2)[CH:3]=[CH:2]1, predict the reactants needed to synthesize it. The reactants are: [NH:1]1[C:9]2[C:4](=[CH:5][C:6]([C:10]3[C:18]4[C:13](=[N:14][CH:15]=[C:16]([C:19]5[CH:24]=[CH:23][C:22]([CH2:25][N:26]6[CH2:31][CH2:30][NH:29][CH2:28][CH2:27]6)=[CH:21][CH:20]=5)[CH:17]=4)[N:12](S(C4C=CC(C)=CC=4)(=O)=O)[CH:11]=3)=[CH:7][CH:8]=2)[CH:3]=[CH:2]1.C(N(CC)CC)C.CS(O[CH2:54][C:55]([F:58])([F:57])[F:56])(=O)=O.